Dataset: Forward reaction prediction with 1.9M reactions from USPTO patents (1976-2016). Task: Predict the product of the given reaction. Given the reactants C(O)(=O)C.C(O)(=O)C.IC1C=CC=CC=1.COC1C=CC([NH:24][CH:25]([C:31]([CH3:35])([CH3:34])[CH:32]=[CH2:33])[C:26]([O:28][CH2:29][CH3:30])=[O:27])=CC=1.Cl.[C:45](O[C:45]([O:47][C:48]([CH3:51])([CH3:50])[CH3:49])=[O:46])([O:47][C:48]([CH3:51])([CH3:50])[CH3:49])=[O:46], predict the reaction product. The product is: [C:48]([O:47][C:45]([NH:24][CH:25]([C:31]([CH3:34])([CH3:35])[CH:32]=[CH2:33])[C:26]([O:28][CH2:29][CH3:30])=[O:27])=[O:46])([CH3:49])([CH3:50])[CH3:51].